This data is from Forward reaction prediction with 1.9M reactions from USPTO patents (1976-2016). The task is: Predict the product of the given reaction. (1) Given the reactants [CH2:1]([NH:8][C:9]1[CH2:13][O:12][C:11](=[O:14])[CH:10]=1)[C:2]1[CH:7]=[CH:6][CH:5]=[CH:4][CH:3]=1.[OH-].[Na+].[Cl:17][C:18]1[S:19][C:20]([CH2:23]Cl)=[CH:21][N:22]=1, predict the reaction product. The product is: [CH2:1]([N:8]([CH2:23][C:20]1[S:19][C:18]([Cl:17])=[N:22][CH:21]=1)[C:9]1[CH2:13][O:12][C:11](=[O:14])[CH:10]=1)[C:2]1[CH:3]=[CH:4][CH:5]=[CH:6][CH:7]=1. (2) Given the reactants [OH:1][CH:2]([C:17]1[CH:18]=[CH:19][C:20]([NH:23][C:24](=[O:30])[O:25][C:26]([CH3:29])([CH3:28])[CH3:27])=[N:21][CH:22]=1)[C:3]([CH3:16])([N:5]1[CH2:15][CH2:14][C:8]2([C:12](=[O:13])[NH:11][CH2:10][CH2:9]2)[CH2:7][CH2:6]1)[CH3:4].FC(F)(F)S(O[C:37]1[CH2:38][O:39][C:40](=[O:43])[C:41]=1[CH3:42])(=O)=O.C(=O)([O-])[O-].[K+].[K+].CC1(C)C2C(=C(P(C3C=CC=CC=3)C3C=CC=CC=3)C=CC=2)OC2C(P(C3C=CC=CC=3)C3C=CC=CC=3)=CC=CC1=2, predict the reaction product. The product is: [OH:1][CH:2]([C:17]1[CH:18]=[CH:19][C:20]([NH:23][C:24](=[O:30])[O:25][C:26]([CH3:29])([CH3:28])[CH3:27])=[N:21][CH:22]=1)[C:3]([CH3:16])([N:5]1[CH2:15][CH2:14][C:8]2([C:12](=[O:13])[N:11]([C:37]3[CH2:38][O:39][C:40](=[O:43])[C:41]=3[CH3:42])[CH2:10][CH2:9]2)[CH2:7][CH2:6]1)[CH3:4]. (3) The product is: [NH:16]1[CH:17]=[CH:18][C:8]([CH:9]=[CH:10][C:11]#[N:12])=[CH:15]1. Given the reactants N1C=CC(C=O)=C1.[CH2:8]1[CH2:18][CH2:17][N:16]2[C:11](=[N:12]CC[CH2:15]2)[CH2:10][CH2:9]1, predict the reaction product. (4) Given the reactants [Br:1][C:2]1[N:3]=[C:4]2[C:10]([Cl:11])=[CH:9][NH:8][C:5]2=[N:6][CH:7]=1.[H-].[Na+].Cl[CH2:15][O:16][CH2:17][CH2:18][Si:19]([CH3:22])([CH3:21])[CH3:20], predict the reaction product. The product is: [Br:1][C:2]1[N:3]=[C:4]2[C:10]([Cl:11])=[CH:9][N:8]([CH2:15][O:16][CH2:17][CH2:18][Si:19]([CH3:22])([CH3:21])[CH3:20])[C:5]2=[N:6][CH:7]=1. (5) Given the reactants [C:1](#[N:4])[CH:2]=[CH2:3].[S:5]1[CH:9]=[C:8]([CH:10]=[N:11][CH:12]([CH2:20][CH:21]([CH3:23])[CH3:22])[C:13]([O:15][C:16]([CH3:19])([CH3:18])[CH3:17])=[O:14])[N:7]=[CH:6]1, predict the reaction product. The product is: [C:1]([C@H:2]1[C@H:10]([C:8]2[N:7]=[CH:6][S:5][CH:9]=2)[NH:11][C@:12]([CH2:20][CH:21]([CH3:23])[CH3:22])([C:13]([O:15][C:16]([CH3:17])([CH3:18])[CH3:19])=[O:14])[CH2:3]1)#[N:4].